This data is from Full USPTO retrosynthesis dataset with 1.9M reactions from patents (1976-2016). The task is: Predict the reactants needed to synthesize the given product. (1) Given the product [CH3:1][O:2][C:3]([C:5]1[CH:10]=[CH:9][C:8]([O:11][CH2:20][C:21]([F:24])([F:23])[F:22])=[CH:7][N:6]=1)=[O:4], predict the reactants needed to synthesize it. The reactants are: [CH3:1][O:2][C:3]([C:5]1[CH:10]=[CH:9][C:8]([OH:11])=[CH:7][N:6]=1)=[O:4].[H-].[Na+].FC(F)(F)S(O[CH2:20][C:21]([F:24])([F:23])[F:22])(=O)=O. (2) Given the product [C:1]([C:5]1[N:6]=[C:7]([N:24]2[CH2:28][CH2:27][C:26]([F:29])([F:30])[CH2:25]2)[C:8]2[C:9](=[N:11][N:12]([CH2:14][C:15]([C:55]3[CH:60]=[CH:59][C:58]([Cl:61])=[CH:57][CH:56]=3)=[O:16])[N:13]=2)[N:10]=1)([CH3:4])([CH3:3])[CH3:2], predict the reactants needed to synthesize it. The reactants are: [C:1]([C:5]1[N:6]=[C:7]([N:24]2[CH2:28][CH2:27][C:26]([F:30])([F:29])[CH2:25]2)[C:8]2[C:9](=[N:11][N:12]([CH2:14][C:15](C3C=CC=CC=3Cl)=[O:16])[N:13]=2)[N:10]=1)([CH3:4])([CH3:3])[CH3:2].C(C1N=C(N2CCC(F)(F)C2)C2N=NNC=2N=1)(C)(C)C.BrCC([C:55]1[CH:60]=[CH:59][C:58]([Cl:61])=[CH:57][CH:56]=1)=O.